Dataset: Catalyst prediction with 721,799 reactions and 888 catalyst types from USPTO. Task: Predict which catalyst facilitates the given reaction. Reactant: [C:1]([O:5][C:6](=[O:31])[NH:7][C:8]1[S:9][C:10]2[CH:19]=[CH:18][C:17](=[O:20])[C:16]3[C:12](=[CH:13][N:14]([CH2:21][C:22]4[CH:27]=[CH:26][C:25]([O:28][CH3:29])=[CH:24][CH:23]=4)[N:15]=3)[C:11]=2[N:30]=1)([CH3:4])([CH3:3])[CH3:2].[H-].[H-].[H-].[H-].[Li+].[Al+3]. Product: [C:1]([O:5][C:6](=[O:31])[NH:7][C:8]1[S:9][C:10]2[CH2:19][CH2:18][CH:17]([OH:20])[C:16]3[C:12](=[CH:13][N:14]([CH2:21][C:22]4[CH:23]=[CH:24][C:25]([O:28][CH3:29])=[CH:26][CH:27]=4)[N:15]=3)[C:11]=2[N:30]=1)([CH3:4])([CH3:2])[CH3:3]. The catalyst class is: 1.